Dataset: Reaction yield outcomes from USPTO patents with 853,638 reactions. Task: Predict the reaction yield, written as a fraction of the theoretical maximum amount of product (1.0 means a 100% yield; for example, 0.34 means a 34% yield). (1) The reactants are [NH:1]1[CH2:6][CH2:5][O:4][CH2:3][CH2:2]1.[N:7]1[C:14]([Cl:15])=[N:13][C:11](Cl)=[N:10][C:8]=1[Cl:9]. The catalyst is C(Cl)(Cl)Cl.O. The product is [Cl:9][C:8]1[N:7]=[C:14]([Cl:15])[N:13]=[C:11]([N:1]2[CH2:6][CH2:5][O:4][CH2:3][CH2:2]2)[N:10]=1. The yield is 0.390. (2) The reactants are [NH2:1][C@@H:2]([C:6]([OH:8])=[O:7])[C@@H:3]([CH3:5])[OH:4].C(=O)([O-])[O-].[K+].[K+].[Cl:15][C:16]1[C:23]([CH3:24])=[C:22](F)[CH:21]=[CH:20][C:17]=1[C:18]#[N:19].C(O)(=O)CC(CC(O)=O)(C(O)=O)O.O.C(O)(=O)CC(CC(O)=O)(C(O)=O)O. The catalyst is CS(C)=O. The product is [Cl:15][C:16]1[C:23]([CH3:24])=[C:22]([NH:1][C@H:2]([C@H:3]([OH:4])[CH3:5])[C:6]([OH:8])=[O:7])[CH:21]=[CH:20][C:17]=1[C:18]#[N:19]. The yield is 0.480.